This data is from Forward reaction prediction with 1.9M reactions from USPTO patents (1976-2016). The task is: Predict the product of the given reaction. (1) Given the reactants [Br:1][C:2]1[CH:3]=[C:4]([C:9]2[CH:18]=[C:17]3[C:12]([N:13]=[CH:14][CH:15]=[N:16]3)=[C:11]([C:19]([NH:21][CH2:22][C:23]([O:25]CC)=[O:24])=[O:20])[C:10]=2[OH:28])[CH:5]=[C:6]([F:8])[CH:7]=1.[OH-].[Na+], predict the reaction product. The product is: [Br:1][C:2]1[CH:3]=[C:4]([C:9]2[CH:18]=[C:17]3[C:12]([N:13]=[CH:14][CH:15]=[N:16]3)=[C:11]([C:19]([NH:21][CH2:22][C:23]([OH:25])=[O:24])=[O:20])[C:10]=2[OH:28])[CH:5]=[C:6]([F:8])[CH:7]=1. (2) The product is: [CH:35]1([CH2:39][O:38][C:6]2[C:7]([F:11])=[CH:8][CH:9]=[CH:10][C:5]=2[C:19]([C@@H:21]2[CH2:26][CH2:25][CH2:24][N:23]([C:27]([O:29][C:30]([CH3:31])([CH3:32])[CH3:33])=[O:28])[CH2:22]2)=[O:20])[CH2:36][CH2:37]1. Given the reactants [Mg].II.Br[C:5]1[CH:10]=[CH:9][CH:8]=[C:7]([F:11])[C:6]=1CC1CC1.CON(C)[C:19]([C@@H:21]1[CH2:26][CH2:25][CH2:24][N:23]([C:27]([O:29][C:30]([CH3:33])([CH3:32])[CH3:31])=[O:28])[CH2:22]1)=[O:20].[CH2:35]1[CH2:39][O:38][CH2:37][CH2:36]1, predict the reaction product. (3) Given the reactants [Br:1][C:2]1[N:7]=[C:6]([NH:8][C:9]2[CH:13]=[C:12]([CH:14]3[CH2:16][CH2:15]3)[NH:11][N:10]=2)[C:5]([C:17]([O:19][CH2:20][CH3:21])=[O:18])=[CH:4][N:3]=1.[CH3:22][C:23](OC(C)=O)=[O:24], predict the reaction product. The product is: [C:23]([N:11]1[C:12]([CH:14]2[CH2:15][CH2:16]2)=[CH:13][C:9]([NH:8][C:6]2[C:5]([C:17]([O:19][CH2:20][CH3:21])=[O:18])=[CH:4][N:3]=[C:2]([Br:1])[N:7]=2)=[N:10]1)(=[O:24])[CH3:22]. (4) Given the reactants N(CC(O)=O)C.[S:7]1(=[O:13])(=[O:12])[CH2:11][CH2:10][CH2:9][NH:8]1.[F:14][C:15]1[CH:47]=[CH:46][C:18]([CH2:19][N:20]2[C:29](=[O:30])[C:28]([C:31]3[NH:36][C:35]4[CH:37]=[CH:38][C:39](I)=[CH:40][C:34]=4[S:33](=[O:43])(=[O:42])[N:32]=3)=[C:27]([OH:44])[C@H:26]3[C@@H:21]2[C@H:22]2[CH2:45][C@@H:25]3[CH2:24][CH2:23]2)=[CH:17][CH:16]=1.P([O-])([O-])([O-])=O.[K+].[K+].[K+], predict the reaction product. The product is: [O:12]=[S:7]1(=[O:13])[CH2:11][CH2:10][CH2:9][N:8]1[C:39]1[CH:38]=[CH:37][C:35]2[NH:36][C:31]([C:28]3[C:29](=[O:30])[N:20]([CH2:19][C:18]4[CH:17]=[CH:16][C:15]([F:14])=[CH:47][CH:46]=4)[C@@H:21]4[C@H:26]([C:27]=3[OH:44])[C@@H:25]3[CH2:45][C@H:22]4[CH2:23][CH2:24]3)=[N:32][S:33](=[O:43])(=[O:42])[C:34]=2[CH:40]=1. (5) Given the reactants [CH2:1]([CH:3]([CH2:21][CH3:22])[C:4]([NH:6][C:7]1[S:8][C:9]2[CH2:20][CH2:19][CH2:18][CH2:17][C:10]=2[C:11]=1[C:12]([O:14]CC)=O)=[O:5])[CH3:2].[CH2:23]([NH2:30])[C:24]1[CH:29]=[CH:28][CH:27]=[CH:26][CH:25]=1, predict the reaction product. The product is: [CH2:23]([NH:30][C:12]([C:11]1[C:10]2[CH2:17][CH2:18][CH2:19][CH2:20][C:9]=2[S:8][C:7]=1[NH:6][C:4](=[O:5])[CH:3]([CH2:1][CH3:2])[CH2:21][CH3:22])=[O:14])[C:24]1[CH:29]=[CH:28][CH:27]=[CH:26][CH:25]=1. (6) Given the reactants [O:1]([CH2:8][C:9]1[CH:14]=[CH:13][C:12]([C:15]2[NH:36][C:18]3=[N:19][C:20]([CH:23]4[CH2:28][CH2:27][N:26](C(OC(C)(C)C)=O)[CH2:25][CH2:24]4)=[CH:21][CH:22]=[C:17]3[N:16]=2)=[CH:11][CH:10]=1)[C:2]1[CH:7]=[CH:6][CH:5]=[CH:4][CH:3]=1.C(O)(C(F)(F)F)=O, predict the reaction product. The product is: [O:1]([CH2:8][C:9]1[CH:10]=[CH:11][C:12]([C:15]2[NH:36][C:18]3=[N:19][C:20]([CH:23]4[CH2:28][CH2:27][NH:26][CH2:25][CH2:24]4)=[CH:21][CH:22]=[C:17]3[N:16]=2)=[CH:13][CH:14]=1)[C:2]1[CH:3]=[CH:4][CH:5]=[CH:6][CH:7]=1.